From a dataset of Catalyst prediction with 721,799 reactions and 888 catalyst types from USPTO. Predict which catalyst facilitates the given reaction. (1) Reactant: [OH:1][C:2]1[C:7]([C:8]([OH:10])=[O:9])=[CH:6][N:5]=[C:4]([CH3:11])[CH:3]=1.[Br:12]Br. Product: [Br:12][C:3]1[C:2](=[O:1])[C:7]([C:8]([OH:10])=[O:9])=[CH:6][NH:5][C:4]=1[CH3:11]. The catalyst class is: 15. (2) Reactant: Cl.CN(C)CCCN=C=NCC.CN1CCOCC1.[NH2:20][CH2:21][CH:22]1[CH2:27][CH2:26][CH2:25][N:24]([C:28]2[CH:33]=[CH:32][CH:31]=[CH:30][C:29]=2[CH2:34][C:35]([O:37][CH3:38])=[O:36])[CH2:23]1.[C:39]1([C:45]2[S:46][C:47]([C:51](O)=[O:52])=[C:48]([CH3:50])[N:49]=2)[CH:44]=[CH:43][CH:42]=[CH:41][CH:40]=1.O.ON1C2C=CC=CC=2N=N1. Product: [C:39]1([C:45]2[S:46][C:47]([C:51]([NH:20][CH2:21][CH:22]3[CH2:27][CH2:26][CH2:25][N:24]([C:28]4[CH:33]=[CH:32][CH:31]=[CH:30][C:29]=4[CH2:34][C:35]([O:37][CH3:38])=[O:36])[CH2:23]3)=[O:52])=[C:48]([CH3:50])[N:49]=2)[CH:40]=[CH:41][CH:42]=[CH:43][CH:44]=1. The catalyst class is: 675. (3) Reactant: [CH3:1][NH:2][C:3]1[N:8]=[C:7]([C:9]2[S:10][C:11]3[CH:19]=[CH:18][CH:17]=[CH:16][C:12]=3[C:13](=[O:15])[N:14]=2)[CH:6]=[CH:5][CH:4]=1.[S:20]1[CH:24]=[CH:23][CH:22]=[C:21]1[C:25](Cl)=[O:26].CN(C)C(=O)C. Product: [CH3:1][N:2]([C:3]1[CH:4]=[CH:5][CH:6]=[C:7]([C:9]2[S:10][C:11]3[CH:19]=[CH:18][CH:17]=[CH:16][C:12]=3[C:13](=[O:15])[N:14]=2)[N:8]=1)[C:25]([C:21]1[S:20][CH:24]=[CH:23][CH:22]=1)=[O:26]. The catalyst class is: 6. (4) Reactant: [Cl:1][C:2]1[CH:7]=[CH:6][C:5]([CH2:8][OH:9])=[CH:4][C:3]=1[O:10][CH2:11][CH3:12].C1C=C[NH+]=CC=1.[O-][Cr](Cl)(=O)=O. Product: [Cl:1][C:2]1[CH:7]=[CH:6][C:5]([CH:8]=[O:9])=[CH:4][C:3]=1[O:10][CH2:11][CH3:12]. The catalyst class is: 2.